Dataset: NCI-60 drug combinations with 297,098 pairs across 59 cell lines. Task: Regression. Given two drug SMILES strings and cell line genomic features, predict the synergy score measuring deviation from expected non-interaction effect. (1) Drug 1: C1=C(C(=O)NC(=O)N1)N(CCCl)CCCl. Drug 2: C1=CC=C(C(=C1)C(C2=CC=C(C=C2)Cl)C(Cl)Cl)Cl. Cell line: BT-549. Synergy scores: CSS=26.8, Synergy_ZIP=2.45, Synergy_Bliss=2.23, Synergy_Loewe=-9.83, Synergy_HSA=2.03. (2) Drug 1: C1CCC(CC1)NC(=O)N(CCCl)N=O. Synergy scores: CSS=10.8, Synergy_ZIP=-6.48, Synergy_Bliss=-7.12, Synergy_Loewe=-6.71, Synergy_HSA=-5.87. Drug 2: CC1=C(C=C(C=C1)NC(=O)C2=CC=C(C=C2)CN3CCN(CC3)C)NC4=NC=CC(=N4)C5=CN=CC=C5. Cell line: 786-0. (3) Drug 1: CC1=C2C(C(=O)C3(C(CC4C(C3C(C(C2(C)C)(CC1OC(=O)C(C(C5=CC=CC=C5)NC(=O)C6=CC=CC=C6)O)O)OC(=O)C7=CC=CC=C7)(CO4)OC(=O)C)O)C)OC(=O)C. Drug 2: CC12CCC3C(C1CCC2OP(=O)(O)O)CCC4=C3C=CC(=C4)OC(=O)N(CCCl)CCCl.[Na+]. Cell line: SW-620. Synergy scores: CSS=62.9, Synergy_ZIP=23.1, Synergy_Bliss=24.2, Synergy_Loewe=9.84, Synergy_HSA=23.6.